From a dataset of Full USPTO retrosynthesis dataset with 1.9M reactions from patents (1976-2016). Predict the reactants needed to synthesize the given product. (1) The reactants are: [F:1][C:2]1[CH:7]=[CH:6][C:5](I)=[CH:4][CH:3]=1.[C:9]([O:13][CH2:14][CH3:15])(=[O:12])[C:10]#[CH:11].C(N(CC)CC)C. Given the product [F:1][C:2]1[CH:7]=[CH:6][C:5]([C:11]#[C:10][C:9]([O:13][CH2:14][CH3:15])=[O:12])=[CH:4][CH:3]=1, predict the reactants needed to synthesize it. (2) Given the product [CH2:17]([O:19][C:20]1[CH:21]=[C:22]([CH:25]=[CH:26][C:27]=1[O:28][CH:29]([CH2:30][CH3:31])[CH2:32][CH3:33])[CH2:23][N:13]1[CH2:12][CH2:11][CH:10]([NH:9][C:7](=[O:8])[C:6]2[CH:16]=[C:2]([CH3:1])[CH:3]=[N:4][CH:5]=2)[CH2:15][CH2:14]1)[CH3:18], predict the reactants needed to synthesize it. The reactants are: [CH3:1][C:2]1[CH:3]=[N:4][CH:5]=[C:6]([CH:16]=1)[C:7]([NH:9][CH:10]1[CH2:15][CH2:14][NH:13][CH2:12][CH2:11]1)=[O:8].[CH2:17]([O:19][C:20]1[CH:21]=[C:22]([CH:25]=[CH:26][C:27]=1[O:28][CH:29]([CH2:32][CH3:33])[CH2:30][CH3:31])[CH:23]=O)[CH3:18]. (3) Given the product [Cl:20][Ti:21]([Cl:32])([C:22]1([CH3:31])[C:23]([CH3:30])=[C:24]([CH3:29])[C:25]([CH3:28])=[C:26]1[CH3:27])[O:8][C:5]1[CH:6]=[CH:7][C:2]([CH3:1])=[CH:3][C:4]=1[C:9]1[CH:14]=[CH:13][CH:12]=[CH:11][C:10]=1[CH:15]([CH3:17])[CH3:16], predict the reactants needed to synthesize it. The reactants are: [CH3:1][C:2]1[CH:7]=[CH:6][C:5]([OH:8])=[C:4]([C:9]2[CH:14]=[CH:13][CH:12]=[CH:11][C:10]=2[CH:15]([CH3:17])[CH3:16])[CH:3]=1.[H-].[Na+].[Cl:20][Ti:21](Cl)([Cl:32])[C:22]1([CH3:31])[C:26]([CH3:27])=[C:25]([CH3:28])[C:24]([CH3:29])=[C:23]1[CH3:30]. (4) Given the product [C:1]([O:5][C:6](=[O:9])[CH2:7][O:8][C:16]1[N:15]=[N:14][C:13]([Br:12])=[CH:18][CH:17]=1)([CH3:4])([CH3:3])[CH3:2], predict the reactants needed to synthesize it. The reactants are: [C:1]([O:5][C:6](=[O:9])[CH2:7][OH:8])([CH3:4])([CH3:3])[CH3:2].[H-].[Na+].[Br:12][C:13]1[N:14]=[N:15][C:16](Br)=[CH:17][CH:18]=1. (5) Given the product [C:1]1(/[CH:7]=[CH:8]/[CH2:11][C:12]([OH:14])=[O:13])[CH:2]=[CH:3][CH:4]=[CH:5][CH:6]=1, predict the reactants needed to synthesize it. The reactants are: [C:1]1([CH2:7][CH:8]=O)[CH:6]=[CH:5][CH:4]=[CH:3][CH:2]=1.C(O)(=O)[CH2:11][C:12]([OH:14])=[O:13].N1CCCCC1. (6) Given the product [CH3:1][O:2][C:3](=[O:12])[C:4]1[CH:9]=[CH:8][C:7]([CH3:10])=[CH:6][C:5]=1[O:11][CH:13]([CH3:18])[CH3:14], predict the reactants needed to synthesize it. The reactants are: [CH3:1][O:2][C:3](=[O:12])[C:4]1[CH:9]=[CH:8][C:7]([CH3:10])=[CH:6][C:5]=1[OH:11].[C:13]1(P(C2C=CC=CC=2)C2C=CC=CC=2)[CH:18]=CC=C[CH:14]=1.C(O)(C)C.CC(OC(/N=N/C(OC(C)C)=O)=O)C. (7) The reactants are: [CH2:1]1[C:7]2[CH:8]=[CH:9][C:10]([O:12][C:13]3[CH:21]=[CH:20][C:16]([C:17]([NH2:19])=[O:18])=[CH:15][N:14]=3)=[CH:11][C:6]=2[CH2:5][CH2:4][CH2:3][NH:2]1.[C:22]([O-])([O-])=O.[K+].[K+].BrC[CH2:30][CH2:31][CH:32]([CH3:34])[CH3:33]. Given the product [CH3:34][CH:32]([CH2:31][CH3:30])[CH2:33][CH2:22][N:2]1[CH2:3][CH2:4][CH2:5][C:6]2[CH:11]=[C:10]([O:12][C:13]3[CH:21]=[CH:20][C:16]([C:17]([NH2:19])=[O:18])=[CH:15][N:14]=3)[CH:9]=[CH:8][C:7]=2[CH2:1]1, predict the reactants needed to synthesize it. (8) Given the product [F:14][C:15]1[CH:24]=[C:23]([CH2:25][N:7]2[CH2:6][C:5]3[CH:4]=[C:3]([O:2][CH3:1])[CH:13]=[N:12][C:11]=3[S:10][CH2:9][CH2:8]2)[CH:22]=[CH:21][C:16]=1[C:17]([O:19][CH3:20])=[O:18], predict the reactants needed to synthesize it. The reactants are: [CH3:1][O:2][C:3]1[CH:13]=[N:12][C:11]2[S:10][CH2:9][CH2:8][NH:7][CH2:6][C:5]=2[CH:4]=1.[F:14][C:15]1[CH:24]=[C:23]([CH:25]=O)[CH:22]=[CH:21][C:16]=1[C:17]([O:19][CH3:20])=[O:18].C(O[BH-](OC(=O)C)OC(=O)C)(=O)C.[Na+]. (9) Given the product [CH3:43][N:40]([CH3:39])[C:41]1[CH:42]=[CH:35][C:34]([NH:37][C:5]([NH:37][C:34]2[CH:33]=[CH:32][C:31]([C:22]3[N:23]=[C:24]([N:25]4[CH2:30][CH2:29][O:28][CH2:27][CH2:26]4)[C:19]4[N:18]=[N:17][N:16]([CH:13]([CH3:15])[CH3:14])[C:20]=4[N:21]=3)=[CH:36][CH:35]=2)=[O:11])=[CH:33][CH:32]=1, predict the reactants needed to synthesize it. The reactants are: ClC(Cl)(O[C:5](=[O:11])OC(Cl)(Cl)Cl)Cl.[CH:13]([N:16]1[C:20]2[N:21]=[C:22]([C:31]3[CH:36]=[CH:35][C:34]([NH2:37])=[CH:33][CH:32]=3)[N:23]=[C:24]([N:25]3[CH2:30][CH2:29][O:28][CH2:27][CH2:26]3)[C:19]=2[N:18]=[N:17]1)([CH3:15])[CH3:14].C[CH2:39][N:40]([CH2:43]C)[CH2:41][CH3:42]. (10) Given the product [NH2:1][C:2]1[C:10]([Cl:11])=[CH:9][CH:8]=[CH:7][C:3]=1[C:4]([NH2:14])=[O:5], predict the reactants needed to synthesize it. The reactants are: [NH2:1][C:2]1[C:10]([Cl:11])=[CH:9][CH:8]=[CH:7][C:3]=1[C:4](O)=[O:5].CC[N:14]=C=NCCCN(C)C.Cl.C1C=CC2N(O)N=NC=2C=1.CN1CCOCC1.[NH4+].[OH-].